This data is from Catalyst prediction with 721,799 reactions and 888 catalyst types from USPTO. The task is: Predict which catalyst facilitates the given reaction. (1) Reactant: COC1C=CC(C[NH:8][C:9]2[CH:14]=[C:13]([O:15][C:16]3[CH:21]=[CH:20][C:19]([NH2:22])=[C:18]([F:23])[CH:17]=3)[CH:12]=[CH:11][N:10]=2)=CC=1.[N+]([O-])([O-])=O.[Ce+4].[NH4+].[N+]([O-])([O-])=O.[N+]([O-])([O-])=O.[N+]([O-])([O-])=O.[N+]([O-])([O-])=O. Product: [NH2:22][C:19]1[CH:20]=[CH:21][C:16]([O:15][C:13]2[CH:12]=[CH:11][N:10]=[C:9]([NH2:8])[CH:14]=2)=[CH:17][C:18]=1[F:23]. The catalyst class is: 2. (2) Reactant: [CH:1]1([NH:4][C:5]2[CH:10]=[C:9]([C:11]3[C:12]([NH:17][C:18]4[CH:23]=[C:22]([N+:24]([O-])=O)[CH:21]=[CH:20][C:19]=4[CH3:27])=[N:13][CH:14]=[CH:15][CH:16]=3)[N:8]=[CH:7][N:6]=2)[CH2:3][CH2:2]1. Product: [CH:1]1([NH:4][C:5]2[N:6]=[CH:7][N:8]=[C:9]([C:11]3[C:12]([NH:17][C:18]4[CH:23]=[C:22]([NH2:24])[CH:21]=[CH:20][C:19]=4[CH3:27])=[N:13][CH:14]=[CH:15][CH:16]=3)[CH:10]=2)[CH2:2][CH2:3]1. The catalyst class is: 171. (3) Reactant: C([O-])([O-])=O.[K+].[K+].Br[CH2:8][CH2:9][CH2:10]Br.[C:12]([C:14]1[CH:19]=[CH:18][C:17]([NH:20][C:21]([NH:23][C:24]2[CH:33]=[CH:32][C:27]([C:28]([NH:30][CH3:31])=[O:29])=[C:26]([F:34])[CH:25]=2)=[O:22])=[CH:16][C:15]=1[C:35]([F:38])([F:37])[F:36])#[N:13]. Product: [F:36][C:35]([F:37])([F:38])[C:15]1[CH:16]=[C:17]([N:20]2[CH2:10][CH2:9][CH2:8][N:23]([C:24]3[CH:33]=[CH:32][C:27]([C:28]([NH:30][CH3:31])=[O:29])=[C:26]([F:34])[CH:25]=3)[C:21]2=[O:22])[CH:18]=[CH:19][C:14]=1[C:12]#[N:13]. The catalyst class is: 3. (4) Product: [ClH:36].[CH3:1][O:2][CH2:3][CH2:4][S:5][C:6]1[CH:7]=[C:8]([O:28][C:29]2[C:30]([CH3:35])=[N:31][CH:32]=[CH:33][CH:34]=2)[C:9]([NH:12][C:13]2[S:17][N:16]=[C:15]([C@H:18]([OH:19])[CH2:22][OH:21])[N:14]=2)=[N:10][CH:11]=1. Reactant: [CH3:1][O:2][CH2:3][CH2:4][S:5][C:6]1[CH:7]=[C:8]([O:28][C:29]2[C:30]([CH3:35])=[N:31][CH:32]=[CH:33][CH:34]=2)[C:9]([NH:12][C:13]2[S:17][N:16]=[C:15]([C@H:18]3[CH2:22][O:21]C4(CCCCC4)[O:19]3)[N:14]=2)=[N:10][CH:11]=1.[ClH:36]. The catalyst class is: 14. (5) Reactant: [C:1]([CH2:3][C:4]1([N:15]2[CH:19]=[CH:18][C:17]([C:20]3[C:21]4[CH:28]=[CH:27][N:26]([CH2:29][O:30][CH2:31][CH2:32][Si:33]([CH3:36])([CH3:35])[CH3:34])[C:22]=4[N:23]=[CH:24][N:25]=3)=[CH:16]2)[CH2:7][N:6](C(OC(C)(C)C)=O)[CH2:5]1)#[N:2].[ClH:37]. Product: [ClH:37].[ClH:37].[CH3:35][Si:33]([CH3:34])([CH3:36])[CH2:32][CH2:31][O:30][CH2:29][N:26]1[C:22]2[N:23]=[CH:24][N:25]=[C:20]([C:17]3[CH:18]=[CH:19][N:15]([C:4]4([CH2:3][C:1]#[N:2])[CH2:5][NH:6][CH2:7]4)[CH:16]=3)[C:21]=2[CH:28]=[CH:27]1. The catalyst class is: 523.